This data is from Full USPTO retrosynthesis dataset with 1.9M reactions from patents (1976-2016). The task is: Predict the reactants needed to synthesize the given product. (1) Given the product [CH2:46]([N:53]1[CH2:54][CH2:20][C:19]([S:16]([C:11]2[CH:12]=[CH:13][C:14]([F:15])=[C:9]([Br:8])[CH:10]=2)(=[O:18])=[O:17])([C:21]2[CH:26]=[CH:25][C:24]([C:27]([O:36][CH2:37][C:38]3[C:43]([F:44])=[CH:42][CH:41]=[CH:40][C:39]=3[F:45])([C:28]([F:30])([F:29])[F:31])[C:32]([F:33])([F:34])[F:35])=[CH:23][CH:22]=2)[CH2:57]1)[C:47]1[CH:48]=[CH:49][CH:50]=[CH:51][CH:52]=1, predict the reactants needed to synthesize it. The reactants are: FC(F)(F)C(O)=O.[Br:8][C:9]1[CH:10]=[C:11]([S:16]([C:19]([C:21]2[CH:26]=[CH:25][C:24]([C:27]([O:36][CH2:37][C:38]3[C:43]([F:44])=[CH:42][CH:41]=[CH:40][C:39]=3[F:45])([C:32]([F:35])([F:34])[F:33])[C:28]([F:31])([F:30])[F:29])=[CH:23][CH:22]=2)=[CH2:20])(=[O:18])=[O:17])[CH:12]=[CH:13][C:14]=1[F:15].[CH2:46]([N:53]([CH2:57][Si](C)(C)C)[CH2:54]OC)[C:47]1[CH:52]=[CH:51][CH:50]=[CH:49][CH:48]=1. (2) Given the product [Br:1][C:2]1[C:7]([O:8][CH3:11])=[CH:6][CH:5]=[C:4]([CH2:9][OH:10])[N:3]=1, predict the reactants needed to synthesize it. The reactants are: [Br:1][C:2]1[C:7]([OH:8])=[CH:6][CH:5]=[C:4]([CH2:9][OH:10])[N:3]=1.[C:11](=O)([O-])[O-].[K+].[K+].CI. (3) Given the product [N:1]1([C:5]2[N:6]=[C:7]([CH:12]3[CH2:14][CH2:13]3)[N:8]=[C:9]([C:28]3[CH:29]=[C:24]([O:23][CH:21]([C:18]4[CH:19]=[CH:20][N:16]([CH3:15])[N:17]=4)[CH3:22])[C:25]([NH2:39])=[N:26][CH:27]=3)[CH:10]=2)[CH2:4][CH2:3][CH2:2]1, predict the reactants needed to synthesize it. The reactants are: [N:1]1([C:5]2[CH:10]=[C:9](Cl)[N:8]=[C:7]([CH:12]3[CH2:14][CH2:13]3)[N:6]=2)[CH2:4][CH2:3][CH2:2]1.[CH3:15][N:16]1[CH:20]=[CH:19][C:18]([CH:21]([O:23][C:24]2[C:25]([NH2:39])=[N:26][CH:27]=[C:28](B3OC(C)(C)C(C)(C)O3)[CH:29]=2)[CH3:22])=[N:17]1.N1C=CC=CC=1C(OC1C(N)=NC=C(B2OC(C)(C)C(C)(C)O2)C=1)C.C(=O)([O-])[O-].[Cs+].[Cs+]. (4) Given the product [CH2:4]([O:3][C:1](=[O:2])[NH:11][CH2:12][C:13](=[O:15])[NH:34][CH:31]([CH3:33])[CH3:32])[C:5]1[CH:6]=[CH:7][CH:8]=[CH:9][CH:10]=1, predict the reactants needed to synthesize it. The reactants are: [C:1]([NH:11][CH2:12][C:13]([OH:15])=O)([O:3][CH2:4][C:5]1[CH:10]=[CH:9][CH:8]=[CH:7][CH:6]=1)=[O:2].CN1CCOCC1.C(OC(Cl)=O)C(C)C.[CH:31]([NH2:34])([CH3:33])[CH3:32]. (5) The reactants are: Br[C:2]1[CH:7]=[CH:6][C:5]([CH2:8][C@@H:9]([NH:18][C:19]([C:21]2[N:22]=[N:23][NH:24][CH:25]=2)=[O:20])[CH2:10][C@:11]([CH2:16][OH:17])([CH3:15])[C:12]([OH:14])=[O:13])=[CH:4][CH:3]=1.[CH3:26][O:27][C:28]1[CH:33]=[CH:32][CH:31]=[CH:30][C:29]=1B(O)O.C(=O)([O-])[O-].[Na+].[Na+].O. Given the product [OH:17][CH2:16][C@:11]([CH3:15])([CH2:10][C@H:9]([NH:18][C:19]([C:21]1[N:22]=[N:23][NH:24][CH:25]=1)=[O:20])[CH2:8][C:5]1[CH:6]=[CH:7][C:2]([C:29]2[CH:30]=[CH:31][CH:32]=[CH:33][C:28]=2[O:27][CH3:26])=[CH:3][CH:4]=1)[C:12]([OH:14])=[O:13], predict the reactants needed to synthesize it. (6) Given the product [F:28][C:29]1[CH:30]=[C:31](/[CH:36]=[CH:37]/[C:2]2[N:7]=[N:6][C:5]3[O:8][C:9]4[CH:15]=[CH:14][CH:13]=[CH:12][C:10]=4[O:11][C:4]=3[CH:3]=2)[CH:32]=[C:33]([F:35])[CH:34]=1, predict the reactants needed to synthesize it. The reactants are: Cl[C:2]1[N:7]=[N:6][C:5]2[O:8][C:9]3[CH:15]=[CH:14][CH:13]=[CH:12][C:10]=3[O:11][C:4]=2[CH:3]=1.COCCOC.C(=O)([O-])[O-].[Na+].[Na+].[F:28][C:29]1[CH:30]=[C:31](/[CH:36]=[CH:37]/B2OC(C)(C)C(C)(C)O2)[CH:32]=[C:33]([F:35])[CH:34]=1. (7) Given the product [CH:11]([C:12]1[O:16][C:15]([C:2]2[CH:3]=[C:4]([CH:8]=[CH:9][CH:10]=2)[C:5]([OH:7])=[O:6])=[CH:14][CH:13]=1)=[O:17], predict the reactants needed to synthesize it. The reactants are: N[C:2]1[CH:3]=[C:4]([CH:8]=[CH:9][CH:10]=1)[C:5]([OH:7])=[O:6].[CH:11](=[O:17])[C:12]1[O:16][CH:15]=[CH:14][CH:13]=1. (8) Given the product [CH2:15]([O:22][C:2]1[C:11]2[C:6](=[CH:7][CH:8]=[C:9]([O:12][CH3:13])[CH:10]=2)[CH:5]=[C:4]([Cl:14])[N:3]=1)[C:16]1[CH:21]=[CH:20][CH:19]=[CH:18][CH:17]=1, predict the reactants needed to synthesize it. The reactants are: Cl[C:2]1[C:11]2[C:6](=[CH:7][CH:8]=[C:9]([O:12][CH3:13])[CH:10]=2)[CH:5]=[C:4]([Cl:14])[N:3]=1.[CH2:15]([O:22]CC1C=CC=CC=1)[C:16]1[CH:21]=[CH:20][CH:19]=[CH:18][CH:17]=1.[Na]. (9) Given the product [F:1][C:2]([F:15])([F:14])[C:3]1[CH:4]=[C:5]([C:24]2[CH:23]=[N:22][CH:27]=[CH:26][CH:25]=2)[CH:6]=[C:7]([C:9]([F:12])([F:11])[F:10])[CH:8]=1, predict the reactants needed to synthesize it. The reactants are: [F:1][C:2]([F:15])([F:14])[C:3]1[CH:4]=[C:5](Br)[CH:6]=[C:7]([C:9]([F:12])([F:11])[F:10])[CH:8]=1.C(=O)([O-])[O-].[Na+].[Na+].[N:22]1[CH:27]=[CH:26][CH:25]=[C:24](B(O)O)[CH:23]=1. (10) Given the product [Br:14][C:3]1[CH:2]=[N:1][C:10]2[C:5]([CH:4]=1)=[CH:6][C:7]([C:11]([OH:13])=[O:12])=[CH:8][CH:9]=2, predict the reactants needed to synthesize it. The reactants are: [N:1]1[C:10]2[C:5](=[CH:6][C:7]([C:11]([OH:13])=[O:12])=[CH:8][CH:9]=2)[CH:4]=[CH:3][CH:2]=1.[Br:14]Br.N1C=CC=CC=1.[OH-].[Na+].